The task is: Predict the reaction yield, written as a fraction of the theoretical maximum amount of product (1.0 means a 100% yield; for example, 0.34 means a 34% yield).. This data is from Reaction yield outcomes from USPTO patents with 853,638 reactions. (1) The reactants are [OH:1][NH2:2].C(O[C:6](=[O:34])[CH2:7][CH2:8][CH2:9][CH2:10][CH2:11][CH2:12][N:13]([C:20]1[CH:25]=[C:24]([O:26][CH2:27][C:28]2[CH:33]=[CH:32][CH:31]=[CH:30][CH:29]=2)[CH:23]=[CH:22][N:21]=1)[C:14]1[CH:19]=[CH:18][CH:17]=[CH:16][N:15]=1)C. The catalyst is CN(C=O)C.CO. The product is [OH:1][NH:2][C:6](=[O:34])[CH2:7][CH2:8][CH2:9][CH2:10][CH2:11][CH2:12][N:13]([C:20]1[CH:25]=[C:24]([O:26][CH2:27][C:28]2[CH:29]=[CH:30][CH:31]=[CH:32][CH:33]=2)[CH:23]=[CH:22][N:21]=1)[C:14]1[CH:19]=[CH:18][CH:17]=[CH:16][N:15]=1. The yield is 0.410. (2) The reactants are [Cl:1][C:2]1[CH:8]=[C:7]([O:9][C:10]2[C:19]3[C:14](=[CH:15][C:16]([O:22][CH3:23])=[C:17]([O:20][CH3:21])[CH:18]=3)[N:13]=[CH:12][CH:11]=2)[CH:6]=[CH:5][C:3]=1[NH2:4].C(N(CC)CC)C.ClC(Cl)(O[C:35](=[O:41])OC(Cl)(Cl)Cl)Cl.[Br:43][C:44]1[CH:45]=[C:46]([C@H:50]([NH2:52])[CH3:51])[CH:47]=[CH:48][CH:49]=1. The catalyst is C(Cl)(Cl)Cl. The product is [Br:43][C:44]1[CH:45]=[C:46]([C@H:50]([NH:52][C:35]([NH:4][C:3]2[CH:5]=[CH:6][C:7]([O:9][C:10]3[C:19]4[C:14](=[CH:15][C:16]([O:22][CH3:23])=[C:17]([O:20][CH3:21])[CH:18]=4)[N:13]=[CH:12][CH:11]=3)=[CH:8][C:2]=2[Cl:1])=[O:41])[CH3:51])[CH:47]=[CH:48][CH:49]=1. The yield is 0.460. (3) The reactants are Cl[C:2]1[CH:7]=[C:6]([NH2:8])[CH:5]=[CH:4][N:3]=1.[NH:9]1[CH2:13][CH2:12][CH2:11][CH2:10]1. No catalyst specified. The product is [N:9]1([C:2]2[CH:7]=[C:6]([NH2:8])[CH:5]=[CH:4][N:3]=2)[CH2:13][CH2:12][CH2:11][CH2:10]1. The yield is 0.790. (4) The reactants are [F:1][C:2]([F:26])([F:25])[O:3][C:4]1[CH:9]=[CH:8][C:7]([N:10]2[C:14]3[CH:15]=[CH:16][C:17]4[CH:22]=[C:21]([CH:23]=[CH2:24])[CH:20]=[CH:19][C:18]=4[C:13]=3[N:12]=[CH:11]2)=[CH:6][CH:5]=1.[CH2:27]([Li])CCC.CI.[Cl-].[NH4+]. The catalyst is O1CCCC1.CCCCCC. The product is [CH3:27][C:11]1[N:10]([C:7]2[CH:8]=[CH:9][C:4]([O:3][C:2]([F:1])([F:25])[F:26])=[CH:5][CH:6]=2)[C:14]2[CH:15]=[CH:16][C:17]3[CH:22]=[C:21]([CH:23]=[CH2:24])[CH:20]=[CH:19][C:18]=3[C:13]=2[N:12]=1. The yield is 0.390. (5) The reactants are [CH3:1][O:2][C:3]([C:5]1(C(OC)=O)[CH2:13][C:12]2[C:7](=[CH:8][CH:9]=[CH:10][C:11]=2[N+:14]([O-:16])=[O:15])[CH2:6]1)=[O:4].[Cl-].[Li+].O. The catalyst is CS(C)=O. The product is [CH3:1][O:2][C:3]([CH:5]1[CH2:13][C:12]2[C:7](=[CH:8][CH:9]=[CH:10][C:11]=2[N+:14]([O-:16])=[O:15])[CH2:6]1)=[O:4]. The yield is 0.650. (6) The reactants are [CH2:1]([O:5][C:6]([N:8]1[CH2:12][C@H:11]([S:13]CC2C=CC(OC)=CC=2)[CH2:10][C@H:9]1[CH2:23][CH2:24][C:25]([C:27]1[CH:32]=[CH:31][C:30]([F:33])=[CH:29][CH:28]=1)=O)=[O:7])[CH2:2][CH2:3][CH3:4].C([SiH](CC)CC)C. The catalyst is C(O)(C(F)(F)F)=O. The product is [CH2:1]([O:5][C:6]([N:8]1[CH2:12][C@H:11]([SH:13])[CH2:10][C@H:9]1[CH2:23][CH2:24][CH2:25][C:27]1[CH:28]=[CH:29][C:30]([F:33])=[CH:31][CH:32]=1)=[O:7])[CH2:2][CH2:3][CH3:4]. The yield is 0.150. (7) The reactants are [O:1]([C:8]1[CH:13]=[CH:12][C:11]([C:14]2[C:19]([C:20]#[N:21])=[CH:18][CH:17]=[C:16]([CH:22]3[CH2:27][CH2:26][NH:25][CH2:24][CH2:23]3)[N:15]=2)=[CH:10][CH:9]=1)[C:2]1[CH:7]=[CH:6][CH:5]=[CH:4][CH:3]=1.[C:28](Cl)(=[O:31])[CH:29]=[CH2:30]. The catalyst is C(Cl)Cl. The product is [C:28]([N:25]1[CH2:26][CH2:27][CH:22]([C:16]2[N:15]=[C:14]([C:11]3[CH:10]=[CH:9][C:8]([O:1][C:2]4[CH:3]=[CH:4][CH:5]=[CH:6][CH:7]=4)=[CH:13][CH:12]=3)[C:19]([C:20]#[N:21])=[CH:18][CH:17]=2)[CH2:23][CH2:24]1)(=[O:31])[CH:29]=[CH2:30]. The yield is 0.440. (8) The reactants are [CH:1]1([C:4]2[C:13]3[C:8](=[CH:9][CH:10]=[CH:11][CH:12]=3)[CH:7]=[N:6][CH:5]=2)[CH2:3][CH2:2]1.C1C=C(Cl)C=C(C(OO)=[O:22])C=1. The catalyst is C(Cl)Cl. The product is [CH:1]1([C:4]2[C:13]3[C:8](=[CH:9][CH:10]=[CH:11][CH:12]=3)[CH:7]=[N+:6]([O-:22])[CH:5]=2)[CH2:3][CH2:2]1. The yield is 0.800.